This data is from TCR-epitope binding with 47,182 pairs between 192 epitopes and 23,139 TCRs. The task is: Binary Classification. Given a T-cell receptor sequence (or CDR3 region) and an epitope sequence, predict whether binding occurs between them. (1) The epitope is VVYRGTTTY. The TCR CDR3 sequence is CASSTRDSNTAGLKTQYF. Result: 0 (the TCR does not bind to the epitope). (2) The epitope is FPPTSFGPL. The TCR CDR3 sequence is CASSQDEEREIYTF. Result: 1 (the TCR binds to the epitope).